Dataset: Forward reaction prediction with 1.9M reactions from USPTO patents (1976-2016). Task: Predict the product of the given reaction. (1) Given the reactants [CH:1]1[CH:10]=[N:9][C:8]2[C:3](=[C:4]([N+:12]([O-:14])=[O:13])[CH:5]=[CH:6][C:7]=2[OH:11])[CH:2]=1.[CH2:15]([NH:17][CH2:18][CH3:19])[CH3:16], predict the reaction product. The product is: [CH:1]1[CH:10]=[N:9][C:8]2[C:3](=[C:4]([N+:12]([O-:14])=[O:13])[CH:5]=[CH:6][C:7]=2[OH:11])[CH:2]=1.[CH2:15]([NH:17][CH2:18][CH3:19])[CH3:16]. (2) Given the reactants C(N([P:8]([N:10]([CH:14]([CH3:16])[CH3:15])[CH:11]([CH3:13])[CH3:12])[Cl:9])C(C)C)(C)C.P(Cl)(Cl)[Cl:18], predict the reaction product. The product is: [CH:11]([N:10]([P:8]([Cl:18])[Cl:9])[CH:14]([CH3:16])[CH3:15])([CH3:13])[CH3:12]. (3) Given the reactants [CH3:1][C:2]1([CH3:20])[C@H:5]([NH:6][C:7]2[C:12]([C:13]([F:16])([F:15])[F:14])=[CH:11][N:10]=[C:9](SC)[N:8]=2)[CH2:4][C@@H:3]1[OH:19].ClC1C=C(C=CC=1)C(OO)=O.C(=O)([O-])[O-].[K+].[K+].CC1(C)[C@H](NC2C(C(F)(F)F)=CN=C(S(C)(=O)=O)N=2)C[C@@H]1O.CCN(C(C)C)C(C)C.Cl.Cl.[CH:71]([C:74]1[C:79]([CH2:80][NH2:81])=[CH:78][N:77]=[CH:76][N:75]=1)([CH3:73])[CH3:72], predict the reaction product. The product is: [CH:71]([C:74]1[C:79]([CH2:80][NH:81][C:9]2[N:8]=[C:7]([NH:6][C@@H:5]3[CH2:4][C@H:3]([OH:19])[C:2]3([CH3:20])[CH3:1])[C:12]([C:13]([F:16])([F:15])[F:14])=[CH:11][N:10]=2)=[CH:78][N:77]=[CH:76][N:75]=1)([CH3:73])[CH3:72].